From a dataset of Catalyst prediction with 721,799 reactions and 888 catalyst types from USPTO. Predict which catalyst facilitates the given reaction. (1) Reactant: Cl[C:2]1[C:7]([CH3:8])=[C:6]([O:9][CH:10]2[CH2:15][CH2:14][N:13]([C:16]3[O:20][N:19]=[C:18]([CH:21]([CH3:23])[CH3:22])[N:17]=3)[CH2:12][CH2:11]2)[N:5]=[CH:4][N:3]=1.C(=O)([O-])[O-].[K+].[K+].[Br:30][C:31]1[CH:36]=[CH:35][C:34]([OH:37])=[C:33]([F:38])[CH:32]=1. Product: [Br:30][C:31]1[CH:36]=[CH:35][C:34]([O:37][C:2]2[C:7]([CH3:8])=[C:6]([O:9][CH:10]3[CH2:15][CH2:14][N:13]([C:16]4[O:20][N:19]=[C:18]([CH:21]([CH3:23])[CH3:22])[N:17]=4)[CH2:12][CH2:11]3)[N:5]=[CH:4][N:3]=2)=[C:33]([F:38])[CH:32]=1. The catalyst class is: 3. (2) Product: [CH2:27]([O:5][C:6]1[CH:15]=[C:14]2[C:9]([CH2:10][CH2:11][CH:12]([C:16]([O:18][CH2:19][CH3:20])=[O:17])[O:13]2)=[CH:8][CH:7]=1)[C:28]1[CH:33]=[CH:32][CH:31]=[CH:30][CH:29]=1. The catalyst class is: 25. Reactant: CC(C)=O.[OH:5][C:6]1[CH:15]=[C:14]2[C:9]([CH2:10][CH2:11][CH:12]([C:16]([O:18][CH2:19][CH3:20])=[O:17])[O:13]2)=[CH:8][CH:7]=1.C(=O)([O-])[O-].[K+].[K+].[CH2:27](Br)[C:28]1[CH:33]=[CH:32][CH:31]=[CH:30][CH:29]=1. (3) Reactant: CCN(C(C)C)C(C)C.Cl.[NH2:11][CH2:12][C:13]([N:15]1[CH2:20][CH2:19][N:18]([C:21](=[O:32])[C:22]2[CH:27]=[CH:26][CH:25]=[CH:24][C:23]=2[C:28]([F:31])([F:30])[F:29])[CH2:17][CH2:16]1)=[O:14].C1C=CC2N(O)N=NC=2C=1.CCN=C=NCCCN(C)C.[N:54]1([C:60]2[CH:68]=[CH:67][C:63]([C:64](O)=[O:65])=[CH:62][CH:61]=2)[CH2:59][CH2:58][CH2:57][CH2:56][CH2:55]1. Product: [O:14]=[C:13]([N:15]1[CH2:16][CH2:17][N:18]([C:21](=[O:32])[C:22]2[CH:27]=[CH:26][CH:25]=[CH:24][C:23]=2[C:28]([F:31])([F:29])[F:30])[CH2:19][CH2:20]1)[CH2:12][NH:11][C:64](=[O:65])[C:63]1[CH:67]=[CH:68][C:60]([N:54]2[CH2:59][CH2:58][CH2:57][CH2:56][CH2:55]2)=[CH:61][CH:62]=1. The catalyst class is: 18. (4) Reactant: N12CCCN=C1CCCCC2.[F:12][C:13]([C:19]1[N:24]=[CH:23][N:22]=[C:21]([C:25]2[NH:26][O:27][C:28](=[O:30])[N:29]=2)[CH:20]=1)([F:18])[C:14]([F:17])([F:16])[F:15].[N:31]1([C:36](Cl)=[O:37])[CH2:35][CH2:34][CH2:33][CH2:32]1. Product: [N:31]1([C:36]([N:29]2[C:28](=[O:30])[O:27][N:26]=[C:25]2[C:21]2[CH:20]=[C:19]([C:13]([F:12])([F:18])[C:14]([F:16])([F:15])[F:17])[N:24]=[CH:23][N:22]=2)=[O:37])[CH2:35][CH2:34][CH2:33][CH2:32]1. The catalyst class is: 17. (5) Reactant: [Br:1][C:2]1[CH:3]=[C:4]([CH:23]=[CH:24][CH:25]=1)[CH2:5][N:6]1[C:14]2[C:13](=[O:15])[N:12]([CH3:16])[C:11](=[O:17])[N:10]([CH3:18])[C:9]=2[N:8]=[C:7]1[CH2:19][CH2:20][CH2:21][OH:22].[H-].[Na+].I[CH2:29][CH3:30]. Product: [Br:1][C:2]1[CH:3]=[C:4]([CH:23]=[CH:24][CH:25]=1)[CH2:5][N:6]1[C:14]2[C:13](=[O:15])[N:12]([CH3:16])[C:11](=[O:17])[N:10]([CH3:18])[C:9]=2[N:8]=[C:7]1[CH2:19][CH2:20][CH2:21][O:22][CH2:29][CH3:30]. The catalyst class is: 3. (6) Reactant: [CH2:1]([O:8][C@H:9]1[C:19]2([CH2:21][CH2:20]2)[C@H:18]2[C@@H:11]([O:12][Si:13]([CH:31]([CH3:33])[CH3:32])([CH:28]([CH3:30])[CH3:29])[O:14][Si:15]([CH:25]([CH3:27])[CH3:26])([CH:22]([CH3:24])[CH3:23])[O:16][CH2:17]2)[C@H:10]1O)[C:2]1[CH:7]=[CH:6][CH:5]=[CH:4][CH:3]=1.C(N(S(F)(F)[F:41])CC)C. Product: [CH2:1]([O:8][C@H:9]1[C:19]2([CH2:21][CH2:20]2)[C@H:18]2[C@@H:11]([O:12][Si:13]([CH:31]([CH3:33])[CH3:32])([CH:28]([CH3:30])[CH3:29])[O:14][Si:15]([CH:25]([CH3:27])[CH3:26])([CH:22]([CH3:24])[CH3:23])[O:16][CH2:17]2)[C@@H:10]1[F:41])[C:2]1[CH:7]=[CH:6][CH:5]=[CH:4][CH:3]=1. The catalyst class is: 2. (7) Reactant: [O:1]1[C:10]2[CH:9]=[C:8]([CH2:11][NH:12][CH:13]3[CH2:18][CH2:17][N:16]([CH2:19][CH2:20][N:21]4[C:30]5[C:25](=[N:26][CH:27]=[C:28]([O:31][CH3:32])[CH:29]=5)[CH:24]=[CH:23][C:22]4=[O:33])[CH:15]([CH3:34])[CH2:14]3)[N:7]=[CH:6][C:5]=2[O:4][CH2:3][CH2:2]1.[ClH:35].C(OCC)(=O)C. Product: [ClH:35].[O:1]1[C:10]2[CH:9]=[C:8]([CH2:11][NH:12][CH:13]3[CH2:18][CH2:17][N:16]([CH2:19][CH2:20][N:21]4[C:30]5[C:25](=[N:26][CH:27]=[C:28]([O:31][CH3:32])[CH:29]=5)[CH:24]=[CH:23][C:22]4=[O:33])[CH:15]([CH3:34])[CH2:14]3)[N:7]=[CH:6][C:5]=2[O:4][CH2:3][CH2:2]1. The catalyst class is: 13. (8) Reactant: C1(S(N2C3=NC=CC=C3C=C2C([C:26]2[CH:38]=[CH:37][C:29]([C:30]([NH:32]C(C)(C)C)=[O:31])=[CH:28][CH:27]=2)=CC2CCCC2)(=O)=O)C=CC=CC=1.[F-].C([N+](CCCC)(CCCC)CCCC)CCC. Product: [C:30]([NH2:32])(=[O:31])[C:29]1[CH:37]=[CH:38][CH:26]=[CH:27][CH:28]=1. The catalyst class is: 54.